The task is: Predict which catalyst facilitates the given reaction.. This data is from Catalyst prediction with 721,799 reactions and 888 catalyst types from USPTO. (1) The catalyst class is: 24. Product: [CH3:1][O:2][N:3]=[C:4]1[C:12]2[C:7](=[CH:8][C:9](/[CH:13]=[CH:31]/[C:30]([C:27]3[CH:28]=[CH:29][C:24]([O:23][CH2:22][CH2:21][N:20]([CH3:19])[CH3:33])=[CH:25][CH:26]=3)=[O:32])=[CH:10][CH:11]=2)[CH2:6][CH2:5]1. Reactant: [CH3:1][O:2][N:3]=[C:4]1[C:12]2[C:7](=[CH:8][C:9]([CH:13]=O)=[CH:10][CH:11]=2)[CH2:6][CH2:5]1.C[O-].[Na+].Cl.[CH3:19][N:20]([CH3:33])[CH2:21][CH2:22][O:23][C:24]1[CH:29]=[CH:28][C:27]([C:30](=[O:32])[CH3:31])=[CH:26][CH:25]=1. (2) Reactant: [Cl:1][C:2]1[CH:3]=[C:4]([CH:26]=[CH:27][C:28]=1[O:29][CH3:30])[CH2:5][NH:6][C:7]1[C:8]2[C:21]3[CH:22]=[CH:23][CH:24]=[CH:25][C:20]=3[S:19][C:9]=2[N:10]=[C:11]([CH2:13][CH2:14][C:15]([O:17]C)=[O:16])[N:12]=1.[OH-].[Na+].Cl. Product: [Cl:1][C:2]1[CH:3]=[C:4]([CH:26]=[CH:27][C:28]=1[O:29][CH3:30])[CH2:5][NH:6][C:7]1[C:8]2[C:21]3[CH:22]=[CH:23][CH:24]=[CH:25][C:20]=3[S:19][C:9]=2[N:10]=[C:11]([CH2:13][CH2:14][C:15]([OH:17])=[O:16])[N:12]=1. The catalyst class is: 141. (3) Reactant: [O:1]=[C:2]1[C:11]2[C:6](=[CH:7][CH:8]=[CH:9][CH:10]=2)[NH:5][CH:4]=[C:3]1[C:12]([NH:14][C:15]1[CH:23]=[C:22]2[C:18]([CH:19]=[CH:20][NH:21]2)=[CH:17][C:16]=1[C:24](O)=[O:25])=[O:13].[NH:27]1[CH2:32][CH2:31][CH2:30][CH2:29][CH2:28]1. Product: [O:1]=[C:2]1[C:11]2[C:6](=[CH:7][CH:8]=[CH:9][CH:10]=2)[NH:5][CH:4]=[C:3]1[C:12]([NH:14][C:15]1[CH:23]=[C:22]2[C:18]([CH:19]=[CH:20][NH:21]2)=[CH:17][C:16]=1[C:24]([N:27]1[CH2:32][CH2:31][CH2:30][CH2:29][CH2:28]1)=[O:25])=[O:13]. The catalyst class is: 23.